This data is from Forward reaction prediction with 1.9M reactions from USPTO patents (1976-2016). The task is: Predict the product of the given reaction. (1) The product is: [F:30][C:2]1([F:1])[CH2:7][CH2:6][CH:5]([CH2:8][NH:9][C:10]([C:12]2[C:13]3[CH:14]=[CH:15][C:16]([CH:23]4[CH2:24][CH2:25][N:26]([CH3:29])[CH2:27][CH2:28]4)=[N:17][C:18]=3[CH:19]=[CH:20][C:21]=2[Cl:22])=[O:11])[CH2:4][CH2:3]1. Given the reactants [F:1][C:2]1([F:30])[CH2:7][CH2:6][CH:5]([CH2:8][NH:9][C:10]([C:12]2[C:13]3[CH:14]=[CH:15][C:16]([C:23]4[CH2:24][CH2:25][N:26]([CH3:29])[CH2:27][CH:28]=4)=[N:17][C:18]=3[CH:19]=[CH:20][C:21]=2[Cl:22])=[O:11])[CH2:4][CH2:3]1.C([SiH](CC)CC)C, predict the reaction product. (2) Given the reactants [C:1]([O:12][C:13]([CH3:16])([CH3:15])[CH3:14])(=[O:11])/[CH:2]=[CH:3]/[C:4]([O:6][C:7]([CH3:10])([CH3:9])[CH3:8])=[O:5].[C:17]([O:28][CH2:29][CH2:30][CH2:31][CH3:32])(=[O:27])/[CH:18]=[CH:19]/[C:20]([O:22][CH2:23][CH2:24][CH2:25][CH3:26])=[O:21], predict the reaction product. The product is: [C:4]([O:6][C:7]([CH3:10])([CH3:9])[CH3:8])(=[O:5])/[CH:3]=[CH:2]/[C:1]([O:12][C:13]([CH3:14])([CH3:16])[CH3:15])=[O:11].[C:20]([O:22][CH2:23][CH2:24][CH2:25][CH3:26])(=[O:21])/[CH:19]=[CH:18]/[C:17]([O:28][CH2:29][CH2:30][CH2:31][CH3:32])=[O:27]. (3) Given the reactants Cl[C:2]1[CH:7]=[C:6]([C:8]2[CH:13]=[C:12]([Cl:14])[CH:11]=[CH:10][C:9]=2[O:15][CH2:16][CH3:17])[N:5]=[C:4]([NH2:18])[N:3]=1.Cl.[CH3:20][C:21]1[CH:22]=[CH:23][C:24]([NH2:27])=[CH:25][CH:26]=1, predict the reaction product. The product is: [Cl:14][C:12]1[CH:11]=[CH:10][C:9]([O:15][CH2:16][CH3:17])=[C:8]([C:6]2[N:5]=[C:4]([NH2:18])[N:3]=[C:2]([NH:27][C:24]3[CH:25]=[CH:26][C:21]([CH3:20])=[CH:22][CH:23]=3)[CH:7]=2)[CH:13]=1.